This data is from CYP2D6 inhibition data for predicting drug metabolism from PubChem BioAssay. The task is: Regression/Classification. Given a drug SMILES string, predict its absorption, distribution, metabolism, or excretion properties. Task type varies by dataset: regression for continuous measurements (e.g., permeability, clearance, half-life) or binary classification for categorical outcomes (e.g., BBB penetration, CYP inhibition). Dataset: cyp2d6_veith. (1) The drug is c1ccc2c(N3CCNCC3)nc(-c3ccc4c(c3)OCO4)nc2c1. The result is 1 (inhibitor). (2) The result is 0 (non-inhibitor). The molecule is C[N+]1(C)[C@H]2CC[C@@H]1CC(OC(=O)[C@@H](CO)c1ccccc1)C2. (3) The drug is COc1ncc2nc(CCc3ccccc3)c(=O)n(CCc3ccccc3)c2n1. The result is 0 (non-inhibitor). (4) The compound is CCCC/C=C/C(NC(=O)CCc1ccccc1)c1ccccc1. The result is 1 (inhibitor). (5) The molecule is COc1cccc(N2CCN(C(=S)Nc3cccc(C)c3)CC2)c1. The result is 0 (non-inhibitor). (6) The drug is COc1ccc2c(OC)c3ccoc3nc2c1OC. The result is 0 (non-inhibitor). (7) The compound is CC(C)c1cc(F)cc2c1C[C@](CCN(C)CCCc1nc3ccccc3[nH]1)(OC(=O)C1CC1)CC2. The result is 1 (inhibitor). (8) The drug is FC(F)(F)c1ccccc1-c1nc(NCc2cccnc2)c2ccccc2n1. The result is 1 (inhibitor). (9) The molecule is N#Cc1cccc(NC(=O)N2CCCC3(CCN(C(=O)c4ccco4)CC3)C2)c1. The result is 0 (non-inhibitor). (10) The molecule is Cc1ccc(-c2[nH]n3c(=O)c4c(nc3c2C)CCCC4)cc1. The result is 1 (inhibitor).